This data is from Full USPTO retrosynthesis dataset with 1.9M reactions from patents (1976-2016). The task is: Predict the reactants needed to synthesize the given product. (1) Given the product [CH2:1]([O:4][C:5]1[CH:12]=[CH:11][C:8]([CH2:9][NH:19][CH2:13][C:14]2[O:18][CH:17]=[CH:16][CH:15]=2)=[CH:7][CH:6]=1)[CH2:2][CH3:3], predict the reactants needed to synthesize it. The reactants are: [CH2:1]([O:4][C:5]1[CH:12]=[CH:11][C:8]([CH:9]=O)=[CH:7][CH:6]=1)[CH2:2][CH3:3].[CH2:13]([NH2:19])[C:14]1[O:18][CH:17]=[CH:16][CH:15]=1.COC(OC)OC.[BH4-].[Na+]. (2) The reactants are: [CH:1]1([OH:6])[CH2:5][CH2:4][CH2:3][CH2:2]1.C(N(CC)CC)C.[Cl:14][C:15](Cl)([O:17]C(=O)OC(Cl)(Cl)Cl)Cl. Given the product [Cl:14][C:15]([O:6][CH:1]1[CH2:5][CH2:4][CH2:3][CH2:2]1)=[O:17], predict the reactants needed to synthesize it. (3) Given the product [F:1][C:2]1[CH:3]=[C:4]2[C:8](=[CH:9][CH:10]=1)[NH:7][C:6](=[O:11])[C:5]2=[CH:12][C:13]1[CH:29]=[CH:28][C:16]([C:17]([NH:19][CH2:20][CH2:21][CH2:22][CH2:23][CH2:24][C:25]([NH:43][OH:44])=[O:26])=[O:18])=[CH:15][CH:14]=1, predict the reactants needed to synthesize it. The reactants are: [F:1][C:2]1[CH:3]=[C:4]2[C:8](=[CH:9][CH:10]=1)[NH:7][C:6](=[O:11])[C:5]2=[CH:12][C:13]1[CH:29]=[CH:28][C:16]([C:17]([NH:19][CH2:20][CH2:21][CH2:22][CH2:23][CH2:24][C:25](O)=[O:26])=[O:18])=[CH:15][CH:14]=1.C(N(CC)CC)C.ClC(OCC)=O.[NH2:43][OH:44].